From a dataset of Reaction yield outcomes from USPTO patents with 853,638 reactions. Predict the reaction yield, written as a fraction of the theoretical maximum amount of product (1.0 means a 100% yield; for example, 0.34 means a 34% yield). (1) The reactants are Cl[C:2]1[C:11]2[C:6](=[CH:7][C:8]([O:14][CH3:15])=[C:9]([O:12][CH3:13])[CH:10]=2)[N:5]=[CH:4][CH:3]=1.[OH:16][C:17]1[C:26]([C:27]([O:29][CH3:30])=[O:28])=[CH:25][C:24]2[C:19](=[CH:20][CH:21]=[CH:22][CH:23]=2)[CH:18]=1.O. The catalyst is CN(C)C1C=CN=CC=1.ClC1C=CC=CC=1Cl. The product is [CH3:13][O:12][C:9]1[CH:10]=[C:11]2[C:6](=[CH:7][C:8]=1[O:14][CH3:15])[N:5]=[CH:4][CH:3]=[C:2]2[O:16][C:17]1[C:26]([C:27]([O:29][CH3:30])=[O:28])=[CH:25][C:24]2[C:19]([CH:18]=1)=[CH:20][CH:21]=[CH:22][CH:23]=2. The yield is 0.0400. (2) The reactants are [CH2:1]([O:3][C:4]([C:6]1[C:7]([CH3:38])=[C:8]2[C:13](=[CH:14][C:15]=1[CH3:16])[N:12]=[C:11]([CH2:17][O:18][CH2:19]C1C=CC=CC=1)[N:10]([C:26]1[CH:31]=[CH:30][CH:29]=[CH:28][C:27]=1[S:32](=[O:36])(=[O:35])[NH:33][CH3:34])[C:9]2=[O:37])=[O:5])[CH3:2].C(OC(=O)C1C(C)=C[C:49]([NH:53]C(=O)COCC2C=CC=CC=2)=[C:45](C(O)=O)C=1C)C.NC1C=CC=CC=1S(NC)(=O)=[O:75].P(Cl)(Cl)Cl.C([O-])(O)=O.[Na+]. The catalyst is C(OCC)C.C(OCC)(=O)C.C1(C)C=CC=CC=1. The product is [CH2:1]([O:3][C:4]([C:6]1[C:7]([CH3:38])=[C:8]2[C:13](=[CH:14][C:15]=1[CH3:16])[N:12]=[C:11]([CH2:17][O:18][C:19](=[O:75])[NH:53][CH2:49][CH3:45])[N:10]([C:26]1[CH:31]=[CH:30][CH:29]=[CH:28][C:27]=1[S:32](=[O:36])(=[O:35])[NH:33][CH3:34])[C:9]2=[O:37])=[O:5])[CH3:2]. The yield is 0.530. (3) The reactants are [N:1]([C:4]1[C:9]([F:10])=[CH:8][N:7]=[CH:6][C:5]=1[CH:11]=O)=[N+:2]=[N-:3].[Cl:13][C:14]1[CH:20]=[C:19]([N+:21]([O-:23])=[O:22])[CH:18]=[C:17]([Cl:24])[C:15]=1[NH2:16].C(N(CC)CC)C. The catalyst is C(Cl)Cl.[Ti](Cl)(Cl)(Cl)Cl. The product is [N:1]([C:4]1[C:9]([F:10])=[CH:8][N:7]=[CH:6][C:5]=1/[CH:11]=[N:16]/[C:15]1[C:17]([Cl:24])=[CH:18][C:19]([N+:21]([O-:23])=[O:22])=[CH:20][C:14]=1[Cl:13])=[N+:2]=[N-:3]. The yield is 0.920. (4) The reactants are [CH2:1]([O:3][CH:4]=[CH:5][CH2:6][CH2:7][CH:8]1[CH2:13][CH:12]2[CH2:14][CH:9]1[CH:10]=[CH:11]2)[CH3:2].C(O)C[OH:17].C1(C)C=CC(S(O)(=O)=O)=CC=1.O.C(=O)(O)[O-].[Na+]. The catalyst is C1(C)C=CC=CC=1. The product is [CH:9]12[CH2:14][CH:12]([CH:11]=[CH:10]1)[CH2:13][CH:8]2[CH2:7][CH2:6][CH2:5][CH:4]1[O:17][CH2:2][CH2:1][O:3]1. The yield is 0.850. (5) The yield is 0.330. The reactants are C(OC(=O)[NH:7][C:8]1[CH:13]=[C:12]([N:14]([CH:16]([CH3:18])[CH3:17])[CH3:15])[C:11]([Cl:19])=[CH:10][C:9]=1[NH:20][C:21](=[O:44])[CH2:22][C:23](=O)[C:24]1[CH:29]=[CH:28][CH:27]=[C:26]([N:30]2[C:34]([CH2:35][O:36]C3CCCCO3)=[CH:33][N:32]=[N:31]2)[CH:25]=1)(C)(C)C.C(O)(C(F)(F)F)=O. The product is [Cl:19][C:11]1[C:12]([N:14]([CH:16]([CH3:18])[CH3:17])[CH3:15])=[CH:13][C:8]2[N:7]=[C:23]([C:24]3[CH:29]=[CH:28][CH:27]=[C:26]([N:30]4[C:34]([CH2:35][OH:36])=[CH:33][N:32]=[N:31]4)[CH:25]=3)[CH2:22][C:21](=[O:44])[NH:20][C:9]=2[CH:10]=1. The catalyst is C(Cl)Cl. (6) The reactants are [C:1]([O:5][C:6]([NH:8][C@H:9]([C:15]([OH:17])=O)[CH2:10][CH2:11][C:12](=[O:14])[NH2:13])=[O:7])([CH3:4])([CH3:3])[CH3:2].C(C1NC=CN=1)(C1NC=CN=1)=O. The catalyst is C1COCC1. The product is [O:17]=[C:15]1[CH:9]([NH:8][C:6]([O:5][C:1]([CH3:4])([CH3:3])[CH3:2])=[O:7])[CH2:10][CH2:11][C:12](=[O:14])[NH:13]1. The yield is 0.450. (7) The reactants are Cl.[N+:2]([C:5]1[CH:10]=[CH:9][C:8]([N:11]2[CH2:16][CH2:15][NH:14][CH2:13][CH2:12]2)=[CH:7][CH:6]=1)([O-:4])=[O:3].C(N(CC)CC)C.[CH3:24][C:25]([O:28][C:29](O[C:29]([O:28][C:25]([CH3:27])([CH3:26])[CH3:24])=[O:30])=[O:30])([CH3:27])[CH3:26].O. The catalyst is C(Cl)Cl. The product is [N+:2]([C:5]1[CH:6]=[CH:7][C:8]([N:11]2[CH2:16][CH2:15][N:14]([C:29]([O:28][C:25]([CH3:27])([CH3:26])[CH3:24])=[O:30])[CH2:13][CH2:12]2)=[CH:9][CH:10]=1)([O-:4])=[O:3]. The yield is 0.780.